From a dataset of Full USPTO retrosynthesis dataset with 1.9M reactions from patents (1976-2016). Predict the reactants needed to synthesize the given product. (1) Given the product [CH2:22]([O:1][C:2]1[N:6]([C:7]2[CH:12]=[C:11]([C:13]#[N:14])[CH:10]=[CH:9][N:8]=2)[N:5]=[C:4]([CH3:15])[CH:3]=1)[C:23]1[CH:28]=[CH:27][CH:26]=[CH:25][CH:24]=1, predict the reactants needed to synthesize it. The reactants are: [OH:1][C:2]1[N:6]([C:7]2[CH:12]=[C:11]([C:13]#[N:14])[CH:10]=[CH:9][N:8]=2)[N:5]=[C:4]([CH3:15])[CH:3]=1.C([O-])([O-])=O.[K+].[K+].[CH2:22](Br)[C:23]1[CH:28]=[CH:27][CH:26]=[CH:25][CH:24]=1.O. (2) Given the product [C:1]1([CH:7]([O:35][CH2:36][CH:37]([CH3:38])[CH3:39])[C:8]2[C:9]([NH2:42])=[N:10][C:11](=[O:33])[N:12]([CH:32]=2)[C@:13]2([SiH:29]([CH3:31])[CH3:30])[O:24][C@H:17]([CH:18]([C:20]([CH3:23])([CH3:22])[CH3:21])[OH:19])[C@@:15]([C:25]([CH3:26])([CH3:28])[CH3:27])([OH:16])[CH2:14]2)[CH:2]=[CH:3][CH:4]=[CH:5][CH:6]=1, predict the reactants needed to synthesize it. The reactants are: [C:1]1([CH:7]([O:35][CH2:36][CH:37]([CH3:39])[CH3:38])[C:8]2[C:9](=O)[NH:10][C:11](=[O:33])[N:12]([CH:32]=2)[C@:13]2([SiH:29]([CH3:31])[CH3:30])[O:24][C@H:17]([CH:18]([C:20]([CH3:23])([CH3:22])[CH3:21])[OH:19])[C@@:15]([C:25]([CH3:28])([CH3:27])[CH3:26])([OH:16])[CH2:14]2)[CH:6]=[CH:5][CH:4]=[CH:3][CH:2]=1.C([N:42](CC)CC)C.C(C1C=CC(S(Cl)(=O)=O)=C(C(C)C)C=1C(C)C)(C)C.N.O1CCOCC1. (3) Given the product [Cl:14][C:5]1[CH:6]=[C:7]([C:8]([O:10][CH3:11])=[O:9])[CH:12]=[CH:13][C:4]=1[C:16]1[CH:21]=[CH:20][CH:19]=[CH:18][C:17]=1[C:22]([F:25])([F:24])[F:23], predict the reactants needed to synthesize it. The reactants are: B([C:4]1[CH:13]=[CH:12][C:7]([C:8]([O:10][CH3:11])=[O:9])=[CH:6][C:5]=1[Cl:14])(O)O.Br[C:16]1[CH:21]=[CH:20][CH:19]=[CH:18][C:17]=1[C:22]([F:25])([F:24])[F:23].[F-].[Cs+].O. (4) Given the product [CH3:1][O:2][C:3]([C:5]1[C:6]([OH:30])=[C:7]2[C:12](=[C:13]([C:36]3[CH:41]=[CH:40][N:39]=[CH:38][CH:37]=3)[N:14]=1)[N:11]([CH2:16][C:17]1[CH:22]=[CH:21][CH:20]=[CH:19][CH:18]=1)[C:10](=[O:23])[C:9]([C:24]1[CH:29]=[CH:28][CH:27]=[CH:26][CH:25]=1)=[CH:8]2)=[O:4], predict the reactants needed to synthesize it. The reactants are: [CH3:1][O:2][C:3]([C:5]1[C:6]([OH:30])=[C:7]2[C:12](=[C:13](Br)[N:14]=1)[N:11]([CH2:16][C:17]1[CH:22]=[CH:21][CH:20]=[CH:19][CH:18]=1)[C:10](=[O:23])[C:9]([C:24]1[CH:29]=[CH:28][CH:27]=[CH:26][CH:25]=1)=[CH:8]2)=[O:4].C([Sn](CCCC)(CCCC)[C:36]1[CH:41]=[CH:40][N:39]=[CH:38][CH:37]=1)CCC.CCOC(C)=O.Cl. (5) Given the product [C:33]([C@@H:31]([C@H:29]([C:28]([OH:37])=[O:36])[OH:30])[OH:32])([OH:35])=[O:34].[CH3:1][C:2]1([C:17]2[CH:18]=[C:19]([NH:23][S:24]([CH3:27])(=[O:26])=[O:25])[CH:20]=[CH:21][CH:22]=2)[CH:7]2[CH:3]1[CH2:4][N:5]([CH2:8][CH2:9][CH2:10][C:11]1[CH:16]=[CH:15][CH:14]=[CH:13][CH:12]=1)[CH2:6]2, predict the reactants needed to synthesize it. The reactants are: [CH3:1][C:2]1([C:17]2[CH:18]=[C:19]([NH:23][S:24]([CH3:27])(=[O:26])=[O:25])[CH:20]=[CH:21][CH:22]=2)[CH:7]2[CH:3]1[CH2:4][N:5]([CH2:8][CH2:9][CH2:10][C:11]1[CH:16]=[CH:15][CH:14]=[CH:13][CH:12]=1)[CH2:6]2.[C:28]([OH:37])(=[O:36])[C@@H:29]([C@H:31]([C:33]([OH:35])=[O:34])[OH:32])[OH:30]. (6) Given the product [Cl:16][CH2:6][CH2:5][CH2:4][PH:2](=[O:3])[O:11][CH2:21][CH3:22], predict the reactants needed to synthesize it. The reactants are: C[P:2]([OH:11])([CH2:4][CH2:5][CH:6](N)C(O)=O)=[O:3].P(Cl)(Cl)Cl.[Cl-:16].[Cl-].[Cl-].[Cl-].[Al+3].[CH2:21]=[CH2:22]. (7) The reactants are: [Cl:1][C:2]1[CH:10]=[CH:9][C:8]2[NH:7][C:6]3[CH2:11][CH2:12][N:13]([CH3:15])[CH2:14][C:5]=3[C:4]=2[CH:3]=1.[CH:16]([C:18]1[CH:19]=[CH:20][C:21]([NH:24][C:25](=[O:27])[CH3:26])=[N:22][CH:23]=1)=[CH2:17].[OH-].[K+]. Given the product [Cl:1][C:2]1[CH:10]=[CH:9][C:8]2[N:7]([CH2:17][CH2:16][C:18]3[CH:19]=[CH:20][C:21]([NH:24][C:25](=[O:27])[CH3:26])=[N:22][CH:23]=3)[C:6]3[CH2:11][CH2:12][N:13]([CH3:15])[CH2:14][C:5]=3[C:4]=2[CH:3]=1, predict the reactants needed to synthesize it.